From a dataset of Choline transporter screen with 302,306 compounds. Binary Classification. Given a drug SMILES string, predict its activity (active/inactive) in a high-throughput screening assay against a specified biological target. The molecule is s1c(C(=O)N2CCOCC2)c(c(c1NC(=O)C(C)C)C#N)C. The result is 0 (inactive).